From a dataset of Peptide-MHC class I binding affinity with 185,985 pairs from IEDB/IMGT. Regression. Given a peptide amino acid sequence and an MHC pseudo amino acid sequence, predict their binding affinity value. This is MHC class I binding data. The MHC is HLA-B27:03 with pseudo-sequence HLA-B27:03. The binding affinity (normalized) is 0.0847. The peptide sequence is SPKIDRGWV.